From a dataset of Forward reaction prediction with 1.9M reactions from USPTO patents (1976-2016). Predict the product of the given reaction. Given the reactants [F:1][CH:2]([CH2:15][N:16]1[CH:21]=[CH:20][C:19]([NH:22][C:23](=[O:31])[CH2:24][C:25]2[CH:30]=[CH:29][CH:28]=[CH:27][CH:26]=2)=[CH:18][C:17]1=[O:32])[CH2:3][CH2:4][N:5]1[CH:9]=[C:8]([C:10]([O:12]CC)=[O:11])[N:7]=[N:6]1.[Li+].[OH-], predict the reaction product. The product is: [F:1][CH:2]([CH2:15][N:16]1[CH:21]=[CH:20][C:19]([NH:22][C:23](=[O:31])[CH2:24][C:25]2[CH:26]=[CH:27][CH:28]=[CH:29][CH:30]=2)=[CH:18][C:17]1=[O:32])[CH2:3][CH2:4][N:5]1[CH:9]=[C:8]([C:10]([OH:12])=[O:11])[N:7]=[N:6]1.